Dataset: Forward reaction prediction with 1.9M reactions from USPTO patents (1976-2016). Task: Predict the product of the given reaction. (1) Given the reactants [CH3:1][N:2]([CH3:17])[CH:3]([C:6]1[S:7][CH:8]=[C:9]([C:11]2[CH:16]=[CH:15][CH:14]=[CH:13][CH:12]=2)[N:10]=1)[CH2:4][NH2:5].[F:18][C:19]([F:35])([F:34])[C:20]1[O:24][N:23]=[C:22]([C:25]2[CH:26]=[C:27]([CH:31]=[CH:32][CH:33]=2)[C:28](O)=[O:29])[N:21]=1, predict the reaction product. The product is: [CH3:1][N:2]([CH3:17])[CH:3]([C:6]1[S:7][CH:8]=[C:9]([C:11]2[CH:16]=[CH:15][CH:14]=[CH:13][CH:12]=2)[N:10]=1)[CH2:4][NH:5][C:28](=[O:29])[C:27]1[CH:31]=[CH:32][CH:33]=[C:25]([C:22]2[N:21]=[C:20]([C:19]([F:35])([F:34])[F:18])[O:24][N:23]=2)[CH:26]=1. (2) Given the reactants [Br:1][C:2]1[CH:7]=[CH:6][C:5]([C:8]2[O:9][C:10]([CH3:21])=[C:11]([CH2:13][CH2:14][CH:15]3SCCCS3)[N:12]=2)=[CH:4][CH:3]=1.C1C[O:25]CC1.C(Cl)Cl, predict the reaction product. The product is: [Br:1][C:2]1[CH:7]=[CH:6][C:5]([C:8]2[O:9][C:10]([CH3:21])=[C:11]([CH2:13][CH2:14][CH:15]=[O:25])[N:12]=2)=[CH:4][CH:3]=1. (3) The product is: [CH2:1]([O:3][C:4]1[CH:5]=[C:6]([CH:9]=[CH:10][C:11]=1[O:12][CH2:14][CH2:15][CH2:16][CH2:17][CH2:18][CH2:19][CH2:20][CH2:21][CH2:22][CH2:23][CH2:24][OH:25])[CH:7]=[O:8])[CH3:2]. Given the reactants [CH2:1]([O:3][C:4]1[CH:5]=[C:6]([CH:9]=[CH:10][C:11]=1[OH:12])[CH:7]=[O:8])[CH3:2].Br[CH2:14][CH2:15][CH2:16][CH2:17][CH2:18][CH2:19][CH2:20][CH2:21][CH2:22][CH2:23][CH2:24][OH:25], predict the reaction product. (4) Given the reactants Cl.[NH2:2][CH2:3][CH2:4][O:5][C:6]1[CH:11]=[CH:10][C:9]([C:12]2[N:16]([C:17]3[C:24]4[S:23][C:22]([NH:25][C:26]([CH:28]5[CH2:30][CH2:29]5)=[O:27])=[N:21][C:20]=4[NH:19][N:18]=3)[CH:15]=[N:14][CH:13]=2)=[C:8]([Cl:31])[CH:7]=1.C(N(CC)CC)C.[C:39](Cl)(=[O:41])[CH3:40], predict the reaction product. The product is: [C:39]([NH:2][CH2:3][CH2:4][O:5][C:6]1[CH:11]=[CH:10][C:9]([C:12]2[N:16]([C:17]3[C:24]4[S:23][C:22]([NH:25][C:26]([CH:28]5[CH2:29][CH2:30]5)=[O:27])=[N:21][C:20]=4[NH:19][N:18]=3)[CH:15]=[N:14][CH:13]=2)=[C:8]([Cl:31])[CH:7]=1)(=[O:41])[CH3:40]. (5) Given the reactants [CH2:1]([OH:13])[CH:2]=[CH:3][CH2:4][CH2:5][CH2:6][CH2:7][CH2:8][CH2:9][CH2:10][CH2:11][CH3:12].[C:14]1([OH:20])[CH:19]=[CH:18][CH:17]=[CH:16][CH:15]=1.[Na:21], predict the reaction product. The product is: [Na:21].[CH2:1]([OH:13])[CH:2]=[CH:3][CH2:4][CH2:5][CH2:6][CH2:7][CH2:8][CH2:9][CH2:10][CH2:11][CH3:12].[Na:21].[C:14]1([OH:20])[CH:19]=[CH:18][CH:17]=[CH:16][CH:15]=1.